From a dataset of Catalyst prediction with 721,799 reactions and 888 catalyst types from USPTO. Predict which catalyst facilitates the given reaction. (1) Reactant: [CH2:1]([O:3][C:4]1[CH:13]=[CH:12][C:7]([C:8]([O:10][CH3:11])=[O:9])=[CH:6][C:5]=1I)[CH3:2].C([N:17](CC)CC)C.[C:22]1([CH3:28])[CH:27]=[CH:26][CH:25]=[CH:24][CH:23]=1. Product: [CH2:1]([O:3][C:4]1[CH:13]=[CH:12][C:7]([C:8]([O:10][CH3:11])=[O:9])=[CH:6][C:5]=1[C:28]#[C:22][C:23]1[CH:24]=[CH:25][CH:26]=[CH:27][N:17]=1)[CH3:2]. The catalyst class is: 724. (2) Reactant: [Li]CCCC.[NH:6]1[CH:10]=[CH:9][CH:8]=[CH:7]1.[F:11][C:12]([F:24])([F:23])[C:13]1[CH:18]=[CH:17][C:16]([S:19](Cl)(=[O:21])=[O:20])=[CH:15][CH:14]=1. Product: [F:24][C:12]([F:11])([F:23])[C:13]1[CH:14]=[CH:15][C:16]([S:19]([N:6]2[CH:10]=[CH:9][CH:8]=[CH:7]2)(=[O:21])=[O:20])=[CH:17][CH:18]=1. The catalyst class is: 49. (3) Reactant: [NH2:1][C:2]1[S:3][C@:4]2([CH2:28]O)[C@H:6]([C@:7]([C:11]3[CH:12]=[C:13]([NH:18][C:19](=[O:27])[C:20]4[CH:25]=[CH:24][C:23]([Cl:26])=[CH:22][N:21]=4)[CH:14]=[CH:15][C:16]=3[F:17])([CH2:9][F:10])[N:8]=1)[CH2:5]2.COCCN(S(F)(F)[F:40])CCOC. Product: [NH2:1][C:2]1[S:3][C@:4]2([CH2:28][F:40])[C@H:6]([C@:7]([C:11]3[CH:12]=[C:13]([NH:18][C:19](=[O:27])[C:20]4[CH:25]=[CH:24][C:23]([Cl:26])=[CH:22][N:21]=4)[CH:14]=[CH:15][C:16]=3[F:17])([CH2:9][F:10])[N:8]=1)[CH2:5]2. The catalyst class is: 2. (4) Reactant: [NH2:1][CH2:2][CH2:3][N:4]1[C:8]([CH3:10])([CH3:9])[C:7](=[O:11])[NH:6][C:5]1=[O:12].C(N(CC)C(C)C)(C)C.CN1CCCC1=O.[Br:29][C:30]1[S:34][C:33]([C:35]2[CH:40]=[CH:39][N:38]=[C:37](Cl)[N:36]=2)=[CH:32][CH:31]=1. Product: [Br:29][C:30]1[S:34][C:33]([C:35]2[CH:40]=[CH:39][N:38]=[C:37]([NH:1][CH2:2][CH2:3][N:4]3[C:8]([CH3:9])([CH3:10])[C:7](=[O:11])[NH:6][C:5]3=[O:12])[N:36]=2)=[CH:32][CH:31]=1. The catalyst class is: 442. (5) Reactant: [Br:1][C:2]1[N:3]=[C:4]([C:23]#[CH:24])[C:5]([N:8]([C:16]([O:18][C:19]([CH3:22])([CH3:21])[CH3:20])=[O:17])[C:9](=[O:15])[O:10][C:11]([CH3:14])([CH3:13])[CH3:12])=[N:6][CH:7]=1.Cl[C:26](=[N:48][OH:49])[C:27]1[CH:47]=[CH:46][C:30]([CH2:31][N:32]([CH:40]2CCOCC2)[C:33](=[O:39])[O:34][C:35]([CH3:38])([CH3:37])[CH3:36])=[CH:29][CH:28]=1.C(N(CC)CC)C. Product: [Br:1][C:2]1[N:3]=[C:4]([C:23]2[O:49][N:48]=[C:26]([C:27]3[CH:28]=[CH:29][C:30]([CH2:31][N:32]([C:33]([O:34][C:35]([CH3:38])([CH3:37])[CH3:36])=[O:39])[CH3:40])=[CH:46][CH:47]=3)[CH:24]=2)[C:5]([N:8]([C:16]([O:18][C:19]([CH3:22])([CH3:21])[CH3:20])=[O:17])[C:9](=[O:15])[O:10][C:11]([CH3:13])([CH3:14])[CH3:12])=[N:6][CH:7]=1. The catalyst class is: 34.